The task is: Predict the reaction yield, written as a fraction of the theoretical maximum amount of product (1.0 means a 100% yield; for example, 0.34 means a 34% yield).. This data is from Reaction yield outcomes from USPTO patents with 853,638 reactions. (1) The reactants are [Br:1][C:2]1[C:7](=[O:8])[N:6]([CH3:9])[N:5]=[C:4]([C:10]([O:12]C)=O)[C:3]=1[NH:14][C:15]1[CH:20]=[CH:19][C:18]([Br:21])=[CH:17][C:16]=1[F:22].[CH:23]1([CH2:26][O:27][NH2:28])[CH2:25][CH2:24]1. No catalyst specified. The product is [Br:1][C:2]1[C:7](=[O:8])[N:6]([CH3:9])[N:5]=[C:4]([C:10]([NH:28][O:27][CH2:26][CH:23]2[CH2:25][CH2:24]2)=[O:12])[C:3]=1[NH:14][C:15]1[CH:20]=[CH:19][C:18]([Br:21])=[CH:17][C:16]=1[F:22]. The yield is 0.400. (2) The reactants are [NH2:1][C:2]1[C:7]2=[C:8]([C:16]3[CH:21]=[CH:20][C:19]([N+:22]([O-:24])=[O:23])=[CH:18][CH:17]=3)[C:9]([C:11]([O:13]CC)=[O:12])=[CH:10][N:6]2[N:5]=[CH:4][N:3]=1.[OH-].[Na+].Cl. The catalyst is C(O)C.C1COCC1. The product is [NH2:1][C:2]1[C:7]2=[C:8]([C:16]3[CH:17]=[CH:18][C:19]([N+:22]([O-:24])=[O:23])=[CH:20][CH:21]=3)[C:9]([C:11]([OH:13])=[O:12])=[CH:10][N:6]2[N:5]=[CH:4][N:3]=1. The yield is 1.00.